Dataset: NCI-60 drug combinations with 297,098 pairs across 59 cell lines. Task: Regression. Given two drug SMILES strings and cell line genomic features, predict the synergy score measuring deviation from expected non-interaction effect. (1) Drug 1: C1CCC(CC1)NC(=O)N(CCCl)N=O. Drug 2: CC1=CC=C(C=C1)C2=CC(=NN2C3=CC=C(C=C3)S(=O)(=O)N)C(F)(F)F. Cell line: T-47D. Synergy scores: CSS=7.73, Synergy_ZIP=-4.41, Synergy_Bliss=-3.28, Synergy_Loewe=-2.78, Synergy_HSA=-2.18. (2) Drug 1: CNC(=O)C1=CC=CC=C1SC2=CC3=C(C=C2)C(=NN3)C=CC4=CC=CC=N4. Drug 2: C1CN(P(=O)(OC1)NCCCl)CCCl. Cell line: RPMI-8226. Synergy scores: CSS=-9.54, Synergy_ZIP=4.98, Synergy_Bliss=-0.208, Synergy_Loewe=-4.26, Synergy_HSA=-5.29. (3) Drug 1: C1=CN(C(=O)N=C1N)C2C(C(C(O2)CO)O)O.Cl. Drug 2: CC1CCC2CC(C(=CC=CC=CC(CC(C(=O)C(C(C(=CC(C(=O)CC(OC(=O)C3CCCCN3C(=O)C(=O)C1(O2)O)C(C)CC4CCC(C(C4)OC)OCCO)C)C)O)OC)C)C)C)OC. Cell line: SN12C. Synergy scores: CSS=13.5, Synergy_ZIP=8.30, Synergy_Bliss=14.8, Synergy_Loewe=2.14, Synergy_HSA=5.69.